From a dataset of Full USPTO retrosynthesis dataset with 1.9M reactions from patents (1976-2016). Predict the reactants needed to synthesize the given product. (1) Given the product [Cl:8][C:6]1[N:5]=[C:4]([S:9][CH3:10])[N:3]=[C:2]([N:20]2[C:21]3[CH:27]=[CH:26][CH:25]=[CH:24][C:22]=3[N:23]=[C:19]2[CH:18]([F:17])[F:28])[CH:7]=1, predict the reactants needed to synthesize it. The reactants are: Cl[C:2]1[CH:7]=[C:6]([Cl:8])[N:5]=[C:4]([S:9][CH3:10])[N:3]=1.C(=O)([O-])[O-].[K+].[K+].[F:17][CH:18]([F:28])[C:19]1[NH:23][C:22]2[CH:24]=[CH:25][CH:26]=[CH:27][C:21]=2[N:20]=1.O. (2) Given the product [Si:1]([O:8][CH2:9][CH2:10][C@H:11]1[C:16]2[CH:17]=[CH:18][C:19]([C:21]([NH:33][C:24]([CH3:26])([C:27]3[CH:32]=[CH:31][CH:30]=[CH:29][CH:28]=3)[CH3:25])=[O:22])=[CH:20][C:15]=2[CH2:14][CH2:13][O:12]1)([C:4]([CH3:5])([CH3:7])[CH3:6])([CH3:2])[CH3:3], predict the reactants needed to synthesize it. The reactants are: [Si:1]([O:8][CH2:9][CH2:10][C@H:11]1[C:16]2[CH:17]=[CH:18][C:19]([C:21](O)=[O:22])=[CH:20][C:15]=2[CH2:14][CH2:13][O:12]1)([C:4]([CH3:7])([CH3:6])[CH3:5])([CH3:3])[CH3:2].[C:24]([NH2:33])([C:27]1[CH:32]=[CH:31][CH:30]=[CH:29][CH:28]=1)([CH3:26])[CH3:25].C(N(C(C)C)CC)(C)C. (3) Given the product [CH2:34]([O:33][P:29]([CH2:28][C:27]1[CH:26]=[CH:25][C:24]([NH:23][N:17]=[C:18]2[C:19]([NH2:20])=[N:46][N:45]=[C:21]2[NH2:22])=[CH:38][CH:37]=1)(=[O:36])[O:30][CH2:31][CH3:32])[CH3:35], predict the reactants needed to synthesize it. The reactants are: C(OP(CC1C=CC(N[N:17]=[C:18]([C:21]#[N:22])[C:19]#[N:20])=CC=1)(=O)OCC)C.[NH2:23][C:24]1[CH:38]=[CH:37][C:27]([CH2:28][P:29](=[O:36])([O:33][CH2:34][CH3:35])[O:30][CH2:31][CH3:32])=[CH:26][CH:25]=1.C(#N)CC#N.O.[NH2:45][NH2:46]. (4) Given the product [CH3:7][CH2:8][O:9][C:10]([C:12]1[CH:17]([C:18]2[CH:19]=[CH:20][CH:21]=[CH:22][C:23]=2[Cl:24])[C:16]([C:25]([O:27][CH3:28])=[O:26])=[C:15]([CH3:29])[NH:14][C:13]=1[CH2:30][O:31][CH2:32][CH2:33][NH2:34])=[O:11].[CH2:1]([S:3]([O-:6])(=[O:5])=[O:4])[CH3:2], predict the reactants needed to synthesize it. The reactants are: [CH2:1]([S:3]([OH:6])(=[O:5])=[O:4])[CH3:2].[CH3:7][CH2:8][O:9][C:10]([C:12]1[CH:17]([C:18]2[CH:19]=[CH:20][CH:21]=[CH:22][C:23]=2[Cl:24])[C:16]([C:25]([O:27][CH3:28])=[O:26])=[C:15]([CH3:29])[NH:14][C:13]=1[CH2:30][O:31][CH2:32][CH2:33][NH2:34])=[O:11].